Dataset: Forward reaction prediction with 1.9M reactions from USPTO patents (1976-2016). Task: Predict the product of the given reaction. (1) Given the reactants I[C:2]1[C:10]2[C:5](=[CH:6][C:7]([CH3:11])=[CH:8][CH:9]=2)[N:4]([CH2:12][CH2:13][CH2:14][N:15]([CH3:17])[CH3:16])[N:3]=1.C([Mg]Cl)(C)C.[CH2:23]([Sn:27]([CH2:33][CH2:34][CH2:35][CH3:36])([CH2:29][CH2:30][CH2:31][CH3:32])Cl)[CH2:24][CH2:25][CH3:26], predict the reaction product. The product is: [CH3:16][N:15]([CH3:17])[CH2:14][CH2:13][CH2:12][N:4]1[C:5]2[C:10](=[CH:9][CH:8]=[C:7]([CH3:11])[CH:6]=2)[C:2]([Sn:27]([CH2:29][CH2:30][CH2:31][CH3:32])([CH2:33][CH2:34][CH2:35][CH3:36])[CH2:23][CH2:24][CH2:25][CH3:26])=[N:3]1. (2) Given the reactants O[CH2:2][CH:3]1[CH2:8][CH2:7][N:6]([C:9]([O:11][C:12]([CH3:15])([CH3:14])[CH3:13])=[O:10])[CH2:5][CH2:4]1.C1(P(C2C=CC=CC=2)C2C=CC=CC=2)C=CC=CC=1.N(C(OCC)=O)=NC(OCC)=O.[SH:47][C:48]1[CH:53]=[CH:52][CH:51]=[CH:50][N:49]=1, predict the reaction product. The product is: [N:49]1[CH:50]=[CH:51][CH:52]=[CH:53][C:48]=1[S:47][CH2:2][CH:3]1[CH2:8][CH2:7][N:6]([C:9]([O:11][C:12]([CH3:15])([CH3:14])[CH3:13])=[O:10])[CH2:5][CH2:4]1. (3) Given the reactants [CH3:1][O:2][C:3]1[CH:4]=[C:5]2[C:10](=[CH:11][C:12]=1[O:13][CH3:14])[N:9]=[CH:8][N:7]=[C:6]2[O:15][C:16]1[CH:22]=[CH:21][C:19]([NH2:20])=[CH:18][CH:17]=1.Cl[C:24](Cl)([O:26][C:27](=[O:33])OC(Cl)(Cl)Cl)Cl.[C:35]1(CO)[CH:40]=[CH:39][CH:38]=[CH:37][CH:36]=1.C(=O)(O)[O-].[Na+], predict the reaction product. The product is: [CH3:1][O:2][C:3]1[CH:4]=[C:5]2[C:10](=[CH:11][C:12]=1[O:13][CH3:14])[N:9]=[CH:8][N:7]=[C:6]2[O:15][C:16]1[CH:22]=[CH:21][C:19]([NH:20][C:27](=[O:33])[O:26][CH2:24][C:35]2[CH:40]=[CH:39][CH:38]=[CH:37][CH:36]=2)=[CH:18][CH:17]=1.